This data is from Forward reaction prediction with 1.9M reactions from USPTO patents (1976-2016). The task is: Predict the product of the given reaction. Given the reactants [CH3:1][O:2][C:3](=[O:15])/[C:4](/O)=[CH:5]/[C:6](=O)[C:7]1[CH:12]=[CH:11][N:10]=[CH:9][CH:8]=1.[F:16][C:17]1[CH:18]=[C:19]([NH:23][NH2:24])[CH:20]=[CH:21][CH:22]=1, predict the reaction product. The product is: [CH3:1][O:2][C:3]([C:4]1[CH:5]=[C:6]([C:7]2[CH:12]=[CH:11][N:10]=[CH:9][CH:8]=2)[N:23]([C:19]2[CH:20]=[CH:21][CH:22]=[C:17]([F:16])[CH:18]=2)[N:24]=1)=[O:15].